Regression. Given a peptide amino acid sequence and an MHC pseudo amino acid sequence, predict their binding affinity value. This is MHC class II binding data. From a dataset of Peptide-MHC class II binding affinity with 134,281 pairs from IEDB. (1) The peptide sequence is GWKHSVTYSCCPDT. The MHC is DRB1_0301 with pseudo-sequence DRB1_0301. The binding affinity (normalized) is 0. (2) The peptide sequence is TNLKVQLIRMAEAEM. The MHC is HLA-DQA10501-DQB10302 with pseudo-sequence HLA-DQA10501-DQB10302. The binding affinity (normalized) is 0.448.